From a dataset of Experimentally validated miRNA-target interactions with 360,000+ pairs, plus equal number of negative samples. Binary Classification. Given a miRNA mature sequence and a target amino acid sequence, predict their likelihood of interaction. The miRNA is dre-miR-133a-3p with sequence UUUGGUCCCCUUCAACCAGCUG. The protein sequence of the target gene is MVGKSQQTDVIEKKKHMAIPKSSSPKATHRIGNTSGSKGSYSAKAYESIRVSSELQQTWTKRKHGQEMTSKSLQTDTIVEEKKEVKLVEETVVPEEKSADVREAAIELPESVQDVEIPPNIPSVQLKMDRSQQTSRTGYWTMMNIPPVEKVDKEQQTYFSESEIVVISRPDSSSTKSKEDALKHKSSGKIFASEHPEFQPATNSNEEIGQKNISRTSFTQETKKGPPVLLEDELREEVTVPVVQEGSAVKKVASAEIEPPSTEKFPAKIQPPLVEEATAKAEPRPAEETHVQVQPSTEET.... Result: 0 (no interaction).